From a dataset of Forward reaction prediction with 1.9M reactions from USPTO patents (1976-2016). Predict the product of the given reaction. (1) The product is: [Cl-:3].[Na+:2].[NH2:4][CH2:5][CH2:6][NH:7][S:8]([C:11]1[C:12]2[CH:13]=[CH:14][N:15]=[C:16]([OH:21])[C:17]=2[CH:18]=[CH:19][CH:20]=1)(=[O:9])=[O:10]. Given the reactants [OH-].[Na+:2].[ClH:3].[NH2:4][CH2:5][CH2:6][NH:7][S:8]([C:11]1[C:12]2[CH:13]=[CH:14][N:15]=[C:16]([OH:21])[C:17]=2[CH:18]=[CH:19][CH:20]=1)(=[O:10])=[O:9], predict the reaction product. (2) Given the reactants [C:1]([O:5][C@@H:6]([C:12]1[C:13]([CH3:41])=[N:14][C:15]2[N:16]([N:33]=[C:34]([C:36]([O:38][CH2:39][CH3:40])=[O:37])[CH:35]=2)[C:17]=1[N:18]1[CH2:23][CH2:22][C:21]([O:25][CH2:26][CH2:27][CH2:28][CH2:29][C@H:30]([OH:32])[CH3:31])([CH3:24])[CH2:20][CH2:19]1)[C:7]([O:9][CH2:10][CH3:11])=[O:8])([CH3:4])([CH3:3])[CH3:2].N1C=CN=C1.[C:47]([Si:51](Cl)([C:58]1[CH:63]=[CH:62][CH:61]=[CH:60][CH:59]=1)[C:52]1[CH:57]=[CH:56][CH:55]=[CH:54][CH:53]=1)([CH3:50])([CH3:49])[CH3:48].O, predict the reaction product. The product is: [C:1]([O:5][C@@H:6]([C:12]1[C:13]([CH3:41])=[N:14][C:15]2[N:16]([N:33]=[C:34]([C:36]([O:38][CH2:39][CH3:40])=[O:37])[CH:35]=2)[C:17]=1[N:18]1[CH2:23][CH2:22][C:21]([O:25][CH2:26][CH2:27][CH2:28][CH2:29][C@H:30]([O:32][Si:51]([C:47]([CH3:50])([CH3:49])[CH3:48])([C:58]2[CH:59]=[CH:60][CH:61]=[CH:62][CH:63]=2)[C:52]2[CH:57]=[CH:56][CH:55]=[CH:54][CH:53]=2)[CH3:31])([CH3:24])[CH2:20][CH2:19]1)[C:7]([O:9][CH2:10][CH3:11])=[O:8])([CH3:2])([CH3:3])[CH3:4]. (3) Given the reactants [F:1][C:2]1[CH:7]=[CH:6][C:5]([C@:8]2([CH2:32][C:33]([OH:36])([CH3:35])[CH3:34])[O:13][C:12](=[O:14])[N:11]([C@H:15]([C:17]3[CH:22]=[CH:21][C:20](B4OC(C)(C)C(C)(C)O4)=[CH:19][CH:18]=3)[CH3:16])[CH2:10][CH2:9]2)=[CH:4][CH:3]=1.Cl[C:38]1[N:39]=[CH:40][C:41]([C:44]#[N:45])=[N:42][CH:43]=1, predict the reaction product. The product is: [F:1][C:2]1[CH:3]=[CH:4][C:5]([C@:8]2([CH2:32][C:33]([OH:36])([CH3:34])[CH3:35])[O:13][C:12](=[O:14])[N:11]([C@H:15]([C:17]3[CH:18]=[CH:19][C:20]([C:38]4[N:39]=[CH:40][C:41]([C:44]#[N:45])=[N:42][CH:43]=4)=[CH:21][CH:22]=3)[CH3:16])[CH2:10][CH2:9]2)=[CH:6][CH:7]=1. (4) Given the reactants [Br:1][C:2]1[CH:3]=[N:4][NH:5][CH:6]=1.Br[CH:8]1[CH2:11][O:10][CH2:9]1.C(=O)([O-])[O-].[Cs+].[Cs+], predict the reaction product. The product is: [Br:1][C:2]1[CH:3]=[N:4][N:5]([CH:8]2[CH2:11][O:10][CH2:9]2)[CH:6]=1. (5) Given the reactants [Cl:1][CH2:2][CH2:3][O:4][C:5]1[C:6]([CH2:12][S:13]([C:16]2[C:25]3[C:20](=[CH:21][CH:22]=[CH:23][CH:24]=3)[CH:19]=[CH:18][CH:17]=2)(=[O:15])=[O:14])=[C:7]([NH2:11])[CH:8]=[CH:9][CH:10]=1.Cl.[N:27]([O-])=O.[Na+].C(=O)(O)[O-].[Na+], predict the reaction product. The product is: [Cl:1][CH2:2][CH2:3][O:4][C:5]1[CH:10]=[CH:9][CH:8]=[C:7]2[C:6]=1[C:12]([S:13]([C:16]1[C:25]3[C:20](=[CH:21][CH:22]=[CH:23][CH:24]=3)[CH:19]=[CH:18][CH:17]=1)(=[O:15])=[O:14])=[N:27][NH:11]2. (6) The product is: [C:20]1([C:12]2[CH:13]=[C:14]([C:36]3[CH:37]=[CH:38][NH:34][CH:35]=3)[CH:15]=[C:16]3[C:11]=2[N:10]=[C:9]([P:4](=[O:8])([OH:5])[OH:3])[CH:18]=[CH:17]3)[C:29]2[C:24](=[CH:25][CH:26]=[CH:27][CH:28]=2)[CH:23]=[CH:22][CH:21]=1. Given the reactants C([O:3][P:4]([C:9]1[CH:18]=[CH:17][C:16]2[C:11](=[C:12]([C:20]3[C:29]4[C:24](=[CH:25][CH:26]=[CH:27][CH:28]=4)[CH:23]=[CH:22][CH:21]=3)[CH:13]=[C:14](I)[CH:15]=2)[N:10]=1)(=[O:8])[O:5]CC)C.C([Si](C(C)C)(C(C)C)[N:34]1[CH:38]=[CH:37][C:36](B(O)O)=[CH:35]1)(C)C.C([O-])([O-])=O.[K+].[K+].C(Cl)Cl.CCOC(C)=O, predict the reaction product. (7) Given the reactants Cl[C:2]1[C:3]2[C:10]([C:11]([O:13][CH2:14][CH3:15])=[O:12])=[CH:9][NH:8][C:4]=2[N:5]=[CH:6][N:7]=1.[CH3:16][NH:17][C:18]1[CH:23]=[CH:22][CH:21]=[C:20](B2OC(C)(C)C(C)(C)O2)[CH:19]=1.C(=O)([O-])[O-].[Na+].[Na+].O, predict the reaction product. The product is: [CH3:16][NH:17][C:18]1[CH:19]=[C:20]([C:2]2[C:3]3[C:10]([C:11]([O:13][CH2:14][CH3:15])=[O:12])=[CH:9][NH:8][C:4]=3[N:5]=[CH:6][N:7]=2)[CH:21]=[CH:22][CH:23]=1.